From a dataset of Catalyst prediction with 721,799 reactions and 888 catalyst types from USPTO. Predict which catalyst facilitates the given reaction. (1) Reactant: [CH3:1][O:2][CH:3]=[CH:4][C:5]1[C:6]([NH2:11])=[N:7][N:8]([CH3:10])[CH:9]=1.Br[CH2:13][CH2:14][CH2:15][CH2:16][C:17](Cl)=[O:18].[OH-].[K+]. Product: [CH3:1][O:2][CH:3]=[CH:4][C:5]1[C:6]([N:11]2[CH2:13][CH2:14][CH2:15][CH2:16][C:17]2=[O:18])=[N:7][N:8]([CH3:10])[CH:9]=1. The catalyst class is: 596. (2) Reactant: [CH:1]1([C:4]2[CH:5]=[C:6]([CH:16]=[CH:17][C:18]=2[F:19])[CH2:7][NH:8]C(=O)OC(C)(C)C)[CH2:3][CH2:2]1.FC(F)(F)C(O)=O.[ClH:27]. Product: [ClH:27].[CH:1]1([C:4]2[CH:5]=[C:6]([CH2:7][NH2:8])[CH:16]=[CH:17][C:18]=2[F:19])[CH2:3][CH2:2]1. The catalyst class is: 158. (3) Reactant: [CH2:1]([N:3]1[CH2:8][CH2:7][N:6]([C:9]2[C:18]3[C:13](=[CH:14][CH:15]=[CH:16][CH:17]=3)[CH:12]=[C:11]([C:19]3[CH:24]=[CH:23][C:22]([OH:25])=[CH:21][CH:20]=3)[N:10]=2)[CH2:5][CH2:4]1)[CH3:2].[H-].[Na+].[H][H].Br[CH:31]([CH3:34])[C:32]#[N:33].[Cl-:35].[NH4+].O1CCC[CH2:38]1. Product: [ClH:35].[C:32]([CH2:31][CH2:34][CH2:38][O:25][C:22]1[CH:21]=[CH:20][C:19]([C:11]2[N:10]=[C:9]([N:6]3[CH2:5][CH2:4][N:3]([CH2:1][CH3:2])[CH2:8][CH2:7]3)[C:18]3[C:13]([CH:12]=2)=[CH:14][CH:15]=[CH:16][CH:17]=3)=[CH:24][CH:23]=1)#[N:33]. The catalyst class is: 13. (4) The catalyst class is: 3. Reactant: [H-].[Na+].[CH2:3]([O:11][CH2:12][C:13]([CH2:18][O:19][CH2:20][CH2:21][CH2:22][CH2:23][CH2:24][CH2:25][CH2:26][CH3:27])([CH2:16][OH:17])[CH2:14][OH:15])[CH2:4][CH2:5][CH2:6][CH2:7][CH2:8][CH2:9][CH3:10].Cl.[CH3:29][N:30]([CH3:34])[CH2:31][CH2:32]Cl. Product: [CH3:29][N:30]([CH3:34])[CH2:31][CH2:32][O:15][CH2:14][C:13]([CH2:12][O:11][CH2:3][CH2:4][CH2:5][CH2:6][CH2:7][CH2:8][CH2:9][CH3:10])([CH2:18][O:19][CH2:20][CH2:21][CH2:22][CH2:23][CH2:24][CH2:25][CH2:26][CH3:27])[CH2:16][O:17][CH2:32][CH2:31][N:30]([CH3:34])[CH3:29]. (5) Reactant: [CH2:1]([O:8][C:9]1[CH:14]=[C:13](/[CH:15]=[CH:16]/[CH:17]2[CH2:22][CH2:21][CH2:20][CH2:19][NH:18]2)[CH:12]=[CH:11][C:10]=1[N:23]1[S:27](=[O:29])(=[O:28])[N:26]([CH2:30][CH2:31][Si:32]([CH3:35])([CH3:34])[CH3:33])[C:25](=[O:36])[CH2:24]1)[C:2]1[CH:7]=[CH:6][CH:5]=[CH:4][CH:3]=1.C(N(CC)CC)C.[C:44](Cl)(=[O:46])[CH3:45]. Product: [C:44]([N:18]1[CH2:19][CH2:20][CH2:21][CH2:22][CH:17]1/[CH:16]=[CH:15]/[C:13]1[CH:12]=[CH:11][C:10]([N:23]2[S:27](=[O:28])(=[O:29])[N:26]([CH2:30][CH2:31][Si:32]([CH3:34])([CH3:33])[CH3:35])[C:25](=[O:36])[CH2:24]2)=[C:9]([O:8][CH2:1][C:2]2[CH:3]=[CH:4][CH:5]=[CH:6][CH:7]=2)[CH:14]=1)(=[O:46])[CH3:45]. The catalyst class is: 91. (6) Reactant: [Br:1][C:2]1[C:3]([O:12][CH3:13])=[CH:4][C:5]([OH:11])=[C:6]([CH:10]=1)[C:7]([OH:9])=[O:8].[N+](=[CH:16][Si](C)(C)C)=[N-].CCCCCC.C(O)(=O)C. Product: [Br:1][C:2]1[C:3]([O:12][CH3:13])=[CH:4][C:5]([OH:11])=[C:6]([CH:10]=1)[C:7]([O:9][CH3:16])=[O:8]. The catalyst class is: 5. (7) Reactant: C(N=C=NC(C)C)(C)C.[F:10][C:11]1[CH:16]=[CH:15][C:14]([SH:17])=[CH:13][CH:12]=1.[CH2:18]([O:25][C:26](=[O:41])[C@@H:27]([NH:33][C:34]([O:36][C:37]([CH3:40])([CH3:39])[CH3:38])=[O:35])[CH2:28][CH2:29][C:30](O)=[O:31])[C:19]1[CH:24]=[CH:23][CH:22]=[CH:21][CH:20]=1. Product: [C:37]([O:36][C:34]([NH:33][C@@H:27]([CH2:28][CH2:29][C:30]([S:17][C:14]1[CH:15]=[CH:16][C:11]([F:10])=[CH:12][CH:13]=1)=[O:31])[C:26]([O:25][CH2:18][C:19]1[CH:20]=[CH:21][CH:22]=[CH:23][CH:24]=1)=[O:41])=[O:35])([CH3:40])([CH3:39])[CH3:38]. The catalyst class is: 4. (8) Reactant: [Br:1][C:2]1[CH:3]=[CH:4][C:5]([C:8]([OH:10])=[O:9])=[N:6][CH:7]=1.OS(O)(=O)=O.[C:16]([O-])(O)=O.[Na+]. Product: [Br:1][C:2]1[CH:3]=[CH:4][C:5]([C:8]([O:10][CH3:16])=[O:9])=[N:6][CH:7]=1. The catalyst class is: 5. (9) Reactant: Cl[CH2:2][C:3]([C:5]1[C:13]2[S:12][C:11](=[O:14])[NH:10][C:9]=2[C:8]([OH:15])=[CH:7][CH:6]=1)=[O:4].[N-:16]=[N+:17]=[N-:18].[Na+]. Product: [N:16]([CH2:2][C:3]([C:5]1[C:13]2[S:12][C:11](=[O:14])[NH:10][C:9]=2[C:8]([OH:15])=[CH:7][CH:6]=1)=[O:4])=[N+:17]=[N-:18]. The catalyst class is: 9. (10) Reactant: [BH4-].[Na+].CO.[C:5]([NH:8][C:9]1[S:10][C:11]2[C:16]([N:17]=1)=[CH:15][CH:14]=[C:13]([O:18][C:19]1[CH:20]=[CH:21][C:22]([Cl:32])=[C:23]([NH:25]C(=O)C(F)(F)F)[CH:24]=1)[N:12]=2)(=[O:7])[CH3:6]. Product: [NH2:25][C:23]1[CH:24]=[C:19]([CH:20]=[CH:21][C:22]=1[Cl:32])[O:18][C:13]1[N:12]=[C:11]2[S:10][C:9]([NH:8][C:5](=[O:7])[CH3:6])=[N:17][C:16]2=[CH:15][CH:14]=1. The catalyst class is: 162.